From a dataset of Full USPTO retrosynthesis dataset with 1.9M reactions from patents (1976-2016). Predict the reactants needed to synthesize the given product. (1) Given the product [C:1]12([N:6]3[C:29]4[C:28](=[O:36])[CH2:27][C:11]5([CH2:12][CH2:13][N:14]([C:17]([O:19][CH2:20][C:21]6[CH:26]=[CH:25][CH:24]=[CH:23][CH:22]=6)=[O:18])[CH2:15][CH2:16]5)[CH2:10][C:9]=4[CH:8]=[N:7]3)[CH2:4][CH:3]([CH2:2]1)[CH2:5]2, predict the reactants needed to synthesize it. The reactants are: [C:1]12([N:6]3[C:29]4[CH:28]=[CH:27][C:11]5([CH2:16][CH2:15][N:14]([C:17]([O:19][CH2:20][C:21]6[CH:26]=[CH:25][CH:24]=[CH:23][CH:22]=6)=[O:18])[CH2:13][CH2:12]5)[CH2:10][C:9]=4[CH:8]=[N:7]3)[CH2:5][CH:3]([CH2:4]1)[CH2:2]2.BrN1C(=[O:36])CCC1=O.C[N+]1([O-])CCOCC1.[Cl-].[NH4+]. (2) The reactants are: [NH:1]1[CH2:6][CH2:5][CH2:4][CH2:3][C@@H:2]1[C:7]([NH:9][C@H:10]([C:12]1[CH:21]=[CH:20][C:15]([C:16]([O:18][CH3:19])=[O:17])=[CH:14][CH:13]=1)[CH3:11])=[O:8].[F:22][C:23]([F:33])([F:32])[C:24]1[CH:25]=[C:26]([CH:29]=[CH:30][CH:31]=1)[CH2:27]Br.C([O-])([O-])=O.[Na+].[Na+]. Given the product [F:22][C:23]([F:32])([F:33])[C:24]1[CH:25]=[C:26]([CH:29]=[CH:30][CH:31]=1)[CH2:27][N:1]1[CH2:6][CH2:5][CH2:4][CH2:3][C@@H:2]1[C:7]([NH:9][C@H:10]([C:12]1[CH:13]=[CH:14][C:15]([C:16]([O:18][CH3:19])=[O:17])=[CH:20][CH:21]=1)[CH3:11])=[O:8], predict the reactants needed to synthesize it.